Task: Predict which catalyst facilitates the given reaction.. Dataset: Catalyst prediction with 721,799 reactions and 888 catalyst types from USPTO Reactant: [C:1]([C:5]1[CH:10]=[CH:9][CH:8]=[CH:7][C:6]=1[N:11]1[CH2:16][CH2:15][N:14]([C:17]([NH:19][CH2:20][CH2:21][C:22]([O:24]CC)=[O:23])=[O:18])[CH2:13][CH2:12]1)([CH3:4])([CH3:3])[CH3:2].O.[OH-].[Li+].O.Cl. Product: [C:1]([C:5]1[CH:10]=[CH:9][CH:8]=[CH:7][C:6]=1[N:11]1[CH2:12][CH2:13][N:14]([C:17]([NH:19][CH2:20][CH2:21][C:22]([OH:24])=[O:23])=[O:18])[CH2:15][CH2:16]1)([CH3:4])([CH3:2])[CH3:3]. The catalyst class is: 7.